This data is from Catalyst prediction with 721,799 reactions and 888 catalyst types from USPTO. The task is: Predict which catalyst facilitates the given reaction. (1) Reactant: [H-].[Al+3].[Li+].[H-].[H-].[H-].[O:7]1[C:11]2([CH2:16][CH2:15][C:14]([C:22](OCC)=[O:23])([C:17](OCC)=[O:18])[CH2:13][CH2:12]2)[O:10][CH2:9][CH2:8]1.[OH-].[Na+].S([O-])([O-])(=O)=O.[Na+].[Na+]. Product: [O:7]1[C:11]2([CH2:12][CH2:13][C:14]([CH2:17][OH:18])([CH2:22][OH:23])[CH2:15][CH2:16]2)[O:10][CH2:9][CH2:8]1. The catalyst class is: 20. (2) Reactant: I[C:2]1[CH:11]=[CH:10][C:9]2[C:4](=[CH:5][CH:6]=[C:7]([O:12][CH3:13])[CH:8]=2)[CH:3]=1.[F-:14].[K+].Cl[C:17]([F:23])([F:22])C(OC)=O. Product: [CH3:13][O:12][C:7]1[CH:6]=[CH:5][C:4]2[C:9](=[CH:10][CH:11]=[C:2]([C:17]([F:23])([F:14])[F:22])[CH:3]=2)[CH:8]=1. The catalyst class is: 471. (3) Reactant: [CH2:1]([O:3][C:4]([C:6]1[C:18]([CH2:19][CH2:20][C:21]2[CH:26]=[CH:25][C:24]([F:27])=[CH:23][CH:22]=2)=[N:17][C:9]2[C@H:10]3[N:14]([C:15](=[O:16])[C:8]=2[C:7]=1[C:28]1[O:32][CH:31]=[C:30]([C:33]([OH:35])=O)[CH:29]=1)[CH2:13][CH2:12][CH2:11]3)=[O:5])[CH3:2].[NH2:36][CH:37]1[C:45]2[C:40](=[CH:41][CH:42]=[CH:43][CH:44]=2)[CH2:39][CH2:38]1.CCN=C=NCCCN(C)C.C1C=CC2N(O)N=NC=2C=1.Cl. Product: [CH:37]1([NH:36][C:33]([C:30]2[CH:29]=[C:28]([C:7]3[C:8]4[C:15](=[O:16])[N:14]5[C@H:10]([C:9]=4[N:17]=[C:18]([CH2:19][CH2:20][C:21]4[CH:26]=[CH:25][C:24]([F:27])=[CH:23][CH:22]=4)[C:6]=3[C:4]([O:3][CH2:1][CH3:2])=[O:5])[CH2:11][CH2:12][CH2:13]5)[O:32][CH:31]=2)=[O:35])[C:45]2[C:40](=[CH:41][CH:42]=[CH:43][CH:44]=2)[CH2:39][CH2:38]1. The catalyst class is: 2. (4) Reactant: Cl[C:2]1[N:3]=[C:4]([N:15]2[CH2:20][CH2:19][O:18][CH2:17][CH2:16]2)[C:5]2[S:10][C:9]([C:11]([NH2:14])([CH3:13])[CH3:12])=[CH:8][C:6]=2[N:7]=1.CCN(CC)CC.[C:28](Cl)(=[O:35])[C:29]1[CH:34]=[CH:33][CH:32]=[CH:31][CH:30]=1.CC1(C)C(C)(C)OB([C:45]2[CH:53]=[CH:52][CH:51]=[C:50]3[C:46]=2[CH:47]=[N:48][NH:49]3)O1. Product: [NH:49]1[C:50]2[C:46](=[C:45]([C:2]3[N:3]=[C:4]([N:15]4[CH2:20][CH2:19][O:18][CH2:17][CH2:16]4)[C:5]4[S:10][C:9]([C:11]([NH:14][C:28](=[O:35])[C:29]5[CH:34]=[CH:33][CH:32]=[CH:31][CH:30]=5)([CH3:13])[CH3:12])=[CH:8][C:6]=4[N:7]=3)[CH:53]=[CH:52][CH:51]=2)[CH:47]=[N:48]1. The catalyst class is: 473. (5) Reactant: [CH3:1][N:2]([CH2:13][C:14]1[N:15]=[C:16]2[CH:21]=[CH:20][CH:19]=[CH:18][N:17]2[C:22]=1[C:23](O)=[O:24])[CH:3]1[C:12]2[N:11]=[CH:10][CH:9]=[CH:8][C:7]=2[CH2:6][CH2:5][CH2:4]1.[NH:26]1[CH2:29][CH:28]([NH:30][C:31](=[O:37])[O:32][C:33]([CH3:36])([CH3:35])[CH3:34])[CH2:27]1.O.ON1C2C=CC=CC=2N=N1.Cl.CN(C)CCCN=C=NCC.FC(F)(F)C(O)=O. Product: [CH3:1][N:2]([CH2:13][C:14]1[N:15]=[C:16]2[CH:21]=[CH:20][CH:19]=[CH:18][N:17]2[C:22]=1[C:23]([N:26]1[CH2:29][CH:28]([NH:30][C:31](=[O:37])[O:32][C:33]([CH3:34])([CH3:36])[CH3:35])[CH2:27]1)=[O:24])[CH:3]1[C:12]2[N:11]=[CH:10][CH:9]=[CH:8][C:7]=2[CH2:6][CH2:5][CH2:4]1. The catalyst class is: 204. (6) Reactant: [CH:1]1([Mg]Br)[CH2:3][CH2:2]1.[Cl:6][C:7]1[CH:14]=[C:13]([C:15]([F:18])([F:17])[F:16])[CH:12]=[CH:11][C:8]=1[CH:9]=[O:10].O.C(OCC)(=O)C. Product: [Cl:6][C:7]1[CH:14]=[C:13]([C:15]([F:16])([F:17])[F:18])[CH:12]=[CH:11][C:8]=1[CH:9]([CH:1]1[CH2:3][CH2:2]1)[OH:10]. The catalyst class is: 165. (7) Reactant: F[C:2]1[CH:7]=[CH:6][C:5]([N:8]2[CH:12]=[CH:11][N:10]([C:13]3[CH:18]=[CH:17][C:16]([O:19][C:20]4[CH:25]=[CH:24][CH:23]=[CH:22][CH:21]=4)=[CH:15][CH:14]=3)[C:9]2=[O:26])=[CH:4][C:3]=1[N+:27]([O-:29])=[O:28].[CH3:30][N:31]([CH3:35])[CH2:32][CH2:33][NH2:34]. Product: [CH3:30][N:31]([CH3:35])[CH2:32][CH2:33][NH:34][C:2]1[CH:7]=[CH:6][C:5]([N:8]2[CH:12]=[CH:11][N:10]([C:13]3[CH:18]=[CH:17][C:16]([O:19][C:20]4[CH:25]=[CH:24][CH:23]=[CH:22][CH:21]=4)=[CH:15][CH:14]=3)[C:9]2=[O:26])=[CH:4][C:3]=1[N+:27]([O-:29])=[O:28]. The catalyst class is: 9.